From a dataset of Reaction yield outcomes from USPTO patents with 853,638 reactions. Predict the reaction yield, written as a fraction of the theoretical maximum amount of product (1.0 means a 100% yield; for example, 0.34 means a 34% yield). (1) The reactants are [OH-].[K+].C([O:5][C:6](=[O:31])[C:7]([CH2:22][CH2:23][CH2:24][CH2:25][C:26]([CH3:30])([CH3:29])[CH2:27][OH:28])([CH2:13][CH2:14][CH2:15][CH2:16][C:17]([CH3:21])([CH3:20])[CH2:18][OH:19])[C:8]([O:10]CC)=[O:9])C. The catalyst is O.C(O)C. The product is [OH:28][CH2:27][C:26]([CH3:30])([CH3:29])[CH2:25][CH2:24][CH2:23][CH2:22][C:7]([CH2:13][CH2:14][CH2:15][CH2:16][C:17]([CH3:21])([CH3:20])[CH2:18][OH:19])([C:8]([OH:10])=[O:9])[C:6]([OH:31])=[O:5]. The yield is 0.820. (2) The reactants are [CH3:1][O:2][C:3]1[CH:4]=[C:5]2[C:10](=[CH:11][C:12]=1[O:13][CH3:14])[N:9]=[CH:8][CH:7]=[C:6]2[O:15][C:16]1[CH:22]=[CH:21][C:19]([NH2:20])=[CH:18][CH:17]=1.C(N(CC)CC)C.Cl[C:31](Cl)([O:33]C(=O)OC(Cl)(Cl)Cl)Cl.[CH3:42][O:43][C:44]1[CH:49]=[CH:48][C:47]([C@H:50]([NH2:52])[CH3:51])=[CH:46][CH:45]=1. The catalyst is C(Cl)(Cl)Cl. The product is [CH3:1][O:2][C:3]1[CH:4]=[C:5]2[C:10](=[CH:11][C:12]=1[O:13][CH3:14])[N:9]=[CH:8][CH:7]=[C:6]2[O:15][C:16]1[CH:22]=[CH:21][C:19]([NH:20][C:31]([NH:52][C@@H:50]([C:47]2[CH:48]=[CH:49][C:44]([O:43][CH3:42])=[CH:45][CH:46]=2)[CH3:51])=[O:33])=[CH:18][CH:17]=1. The yield is 0.500. (3) The reactants are I[C:2]1[CH:3]=[C:4]([CH:22]=[CH:23][CH:24]=1)[CH2:5][N:6]1[C:10]2=[N:11][C:12]([NH:15][C:16]3[CH:17]=[N:18][N:19]([CH3:21])[CH:20]=3)=[N:13][CH:14]=[C:9]2[CH:8]=[N:7]1.CC1(C)C2C(=C(P(C3C=CC=CC=3)C3C=CC=CC=3)C=CC=2)[O:46][C:28]2C(P(C3C=CC=CC=3)C3C=CC=CC=3)=CC=CC1=2.P([O-])([O-])([O-])=O.[K+].[K+].[K+].[NH:75]1[CH2:80][CH2:79][O:78][CH2:77][CH2:76]1. The catalyst is C([O-])(=O)C.[Pd+2].C([O-])(=O)C.C1(C)C=CC=CC=1. The product is [CH3:21][N:19]1[CH:20]=[C:16]([NH:15][C:12]2[N:11]=[C:10]3[N:6]([CH2:5][C:4]4[CH:3]=[C:2]([C:28]([N:75]5[CH2:80][CH2:79][O:78][CH2:77][CH2:76]5)=[O:46])[CH:24]=[CH:23][CH:22]=4)[N:7]=[CH:8][C:9]3=[CH:14][N:13]=2)[CH:17]=[N:18]1. The yield is 0.740. (4) The reactants are [CH2:1]([CH:3]([CH2:31][CH2:32][CH2:33][CH3:34])[CH2:4][N:5]1[C:17]2[C:12](=[CH:13][C:14]([C:22]([C:24]3[CH:29]=[CH:28][C:27]([F:30])=[CH:26][CH:25]=3)=[O:23])=[C:15]3[CH:21]=[CH:20][CH:19]=[CH:18][C:16]3=2)[C:11]2[C:6]1=[CH:7][CH:8]=[CH:9][CH:10]=2)[CH3:2].[Al+3].[Cl-].[Cl-].[Cl-].[CH3:39][C:40]1[CH:48]=[C:47]([CH3:49])[CH:46]=[C:45]([CH3:50])[C:41]=1[C:42](Cl)=[O:43]. The catalyst is ClC1C=CC=CC=1. The product is [CH2:1]([CH:3]([CH2:31][CH2:32][CH2:33][CH3:34])[CH2:4][N:5]1[C:17]2[C:12](=[CH:13][C:14]([C:22](=[O:23])[C:24]3[CH:25]=[CH:26][C:27]([F:30])=[CH:28][CH:29]=3)=[C:15]3[CH:21]=[CH:20][CH:19]=[CH:18][C:16]3=2)[C:11]2[C:6]1=[CH:7][CH:8]=[C:9]([C:42]([C:41]1[C:40]([CH3:39])=[CH:48][C:47]([CH3:49])=[CH:46][C:45]=1[CH3:50])=[O:43])[CH:10]=2)[CH3:2]. The yield is 0.520. (5) The reactants are [NH:1]1[CH2:4][CH:3]([C:5]2[CH:6]=[CH:7][C:8]([NH:11][C:12]3[C:13](=[O:20])[N:14]([CH3:19])[CH:15]=[C:16]([Br:18])[CH:17]=3)=[N:9][CH:10]=2)[CH2:2]1.C=O.[BH3-][C:24]#N.[Na+].C(OCC)C. The catalyst is CO.[Cl-].[Zn+2].[Cl-].O. The product is [Br:18][C:16]1[CH:17]=[C:12]([NH:11][C:8]2[CH:7]=[CH:6][C:5]([CH:3]3[CH2:4][N:1]([CH3:24])[CH2:2]3)=[CH:10][N:9]=2)[C:13](=[O:20])[N:14]([CH3:19])[CH:15]=1. The yield is 0.830.